Task: Predict which catalyst facilitates the given reaction.. Dataset: Catalyst prediction with 721,799 reactions and 888 catalyst types from USPTO Reactant: [OH:1][C:2]1[CH:11]=[CH:10][C:5]([C:6]([O:8][CH3:9])=[O:7])=[CH:4][CH:3]=1.CC1C=CC(S(O[CH2:23][CH:24]2[CH2:29][CH2:28][N:27]([C:30]([O:32][C:33]([CH3:36])([CH3:35])[CH3:34])=[O:31])[CH2:26][CH2:25]2)(=O)=O)=CC=1.C(=O)([O-])[O-].[K+].[K+].O. Product: [CH3:9][O:8][C:6]([C:5]1[CH:4]=[CH:3][C:2]([O:1][CH2:23][CH:24]2[CH2:29][CH2:28][N:27]([C:30]([O:32][C:33]([CH3:34])([CH3:36])[CH3:35])=[O:31])[CH2:26][CH2:25]2)=[CH:11][CH:10]=1)=[O:7]. The catalyst class is: 9.